Predict the reaction yield, written as a fraction of the theoretical maximum amount of product (1.0 means a 100% yield; for example, 0.34 means a 34% yield). From a dataset of Reaction yield outcomes from USPTO patents with 853,638 reactions. (1) The reactants are [C:1]([CH2:3][C:4]([NH2:6])=[O:5])#[N:2].[F:7][CH:8]([C:12](=O)[CH3:13])[C:9](=O)[CH3:10].N1CCCCC1. The catalyst is CCO. The product is [F:7][C:8]1[C:12]([CH3:13])=[C:3]([C:1]#[N:2])[C:4](=[O:5])[NH:6][C:9]=1[CH3:10]. The yield is 0.580. (2) The reactants are Cl[Si](C)(C)[CH3:3].[I-].[K+].[CH:8]1([N:15]2[C:20](=[O:21])[C:19]3[C:22](OC)=[N:23][N:24]([C:25]4[CH:30]=[CH:29][CH:28]=[CH:27][CH:26]=4)[C:18]=3[N:17]=[CH:16]2)[CH2:14][CH2:13][CH2:12][CH2:11][CH2:10][CH2:9]1. The catalyst is C(#N)C. The product is [CH:8]1([N:15]2[C:20](=[O:21])[C:19]3[C:22]([CH3:3])=[N:23][N:24]([C:25]4[CH:30]=[CH:29][CH:28]=[CH:27][CH:26]=4)[C:18]=3[N:17]=[CH:16]2)[CH2:14][CH2:13][CH2:12][CH2:11][CH2:10][CH2:9]1. The yield is 0.710. (3) The reactants are [Li][CH2:2][CH2:3][CH2:4][CH3:5].C([O:8][C:9](=[O:26])[CH:10]([C:15]1[CH:20]=[C:19](F)[C:18]([N+:22]([O-:24])=[O:23])=[CH:17][C:16]=1[F:25])[CH2:11][CH:12]([CH3:14])[CH3:13])C.O.[CH:28]1([CH2:31][OH:32])[CH2:30][CH2:29]1. No catalyst specified. The product is [CH:4]1([CH2:5][O:8][C:9](=[O:26])[CH:10]([C:15]2[CH:20]=[C:19]([O:32][CH2:31][CH:28]3[CH2:30][CH2:29]3)[C:18]([N+:22]([O-:24])=[O:23])=[CH:17][C:16]=2[F:25])[CH2:11][CH:12]([CH3:13])[CH3:14])[CH2:2][CH2:3]1. The yield is 0.810. (4) The reactants are Cl.[CH:2]([N:5]1[C:9]([C:10]2[N:19]=[C:18]3[N:12]([CH2:13][CH2:14][O:15][C:16]4[CH:23]=[C:22]([CH:24]5[CH2:29][CH2:28][NH:27][CH2:26][CH2:25]5)[CH:21]=[CH:20][C:17]=43)[CH:11]=2)=[N:8][C:7]([CH3:30])=[N:6]1)([CH3:4])[CH3:3].OP([O-])([O-])=O.[Na+].[Na+].Br[CH2:39][CH2:40][O:41]C1CCCCO1.[I-].[K+]. The catalyst is CN(C=O)C.C(N(CC)CC)C. The product is [CH:2]([N:5]1[C:9]([C:10]2[N:19]=[C:18]3[C:17]4[CH:20]=[CH:21][C:22]([CH:24]5[CH2:29][CH2:28][N:27]([CH2:39][CH2:40][OH:41])[CH2:26][CH2:25]5)=[CH:23][C:16]=4[O:15][CH2:14][CH2:13][N:12]3[CH:11]=2)=[N:8][C:7]([CH3:30])=[N:6]1)([CH3:4])[CH3:3]. The yield is 0.310. (5) The reactants are [CH3:1][C:2]1([CH3:12])[O:6][C:5](=[O:7])/[C:4](=[CH:8]/[C:9](Cl)=[O:10])/[O:3]1.[Cl:13][C:14]1[CH:19]=[CH:18][C:17]([NH:20][CH2:21][C:22]2[CH:27]=[CH:26][C:25]([CH3:28])=[CH:24][CH:23]=2)=[CH:16][CH:15]=1.N1C=CC=CC=1. The catalyst is ClCCl. The product is [Cl:13][C:14]1[CH:15]=[CH:16][C:17]([N:20]([CH2:21][C:22]2[CH:23]=[CH:24][C:25]([CH3:28])=[CH:26][CH:27]=2)[C:9](=[O:10])[CH:8]=[C:4]2[C:5](=[O:7])[O:6][C:2]([CH3:12])([CH3:1])[O:3]2)=[CH:18][CH:19]=1. The yield is 0.870. (6) The reactants are [Cl:1][C:2]1[CH:3]=[C:4]([CH:7]=[C:8]([O:11]C)[C:9]=1[OH:10])[CH:5]=[O:6].B(Br)(Br)Br. The catalyst is ClCCl. The product is [Cl:1][C:2]1[CH:3]=[C:4]([CH:7]=[C:8]([OH:11])[C:9]=1[OH:10])[CH:5]=[O:6]. The yield is 0.890. (7) The reactants are [Br:1][C:2]1[CH:7]=[C:6]([F:8])[CH:5]=[CH:4][C:3]=1[CH:9]1[C:14]([C:15]([O:17][CH2:18][CH3:19])=[O:16])=[C:13]([CH2:20]Br)[NH:12][C:11]([C:22]2[S:23][C:24]([O:27][CH3:28])=[CH:25][N:26]=2)=[N:10]1.Cl.[NH:30]1[CH2:35][CH2:34][O:33][CH2:32][CH:31]1[CH2:36][OH:37]. No catalyst specified. The product is [Br:1][C:2]1[CH:7]=[C:6]([F:8])[CH:5]=[CH:4][C:3]=1[CH:9]1[C:14]([C:15]([O:17][CH2:18][CH3:19])=[O:16])=[C:13]([CH2:20][N:30]2[CH2:35][CH2:34][O:33][CH2:32][CH:31]2[CH2:36][OH:37])[NH:12][C:11]([C:22]2[S:23][C:24]([O:27][CH3:28])=[CH:25][N:26]=2)=[N:10]1. The yield is 0.480. (8) The reactants are Cl[C:2]1[C:7]([NH2:8])=[CH:6][CH:5]=[C:4]([CH2:9][CH3:10])[N:3]=1.[S-:11][C:12]#[N:13].[K+]. The catalyst is C(O)C.Cl. The product is [CH2:9]([C:4]1[N:3]=[C:2]2[S:11][C:12]([NH2:13])=[N:8][C:7]2=[CH:6][CH:5]=1)[CH3:10]. The yield is 0.710.